Task: Predict which catalyst facilitates the given reaction.. Dataset: Catalyst prediction with 721,799 reactions and 888 catalyst types from USPTO (1) Reactant: [I:1][C:2]1[CH:7]=[CH:6][C:5]([C:8]2([C:14]#[N:15])[CH2:13][CH2:12][NH:11][CH2:10][CH2:9]2)=[CH:4][CH:3]=1.[F:16][C:17]([F:22])([F:21])[CH2:18][CH2:19]Br.C([O-])([O-])=O.[K+].[K+]. Product: [I:1][C:2]1[CH:7]=[CH:6][C:5]([C:8]2([C:14]#[N:15])[CH2:13][CH2:12][N:11]([CH2:19][CH2:18][C:17]([F:22])([F:21])[F:16])[CH2:10][CH2:9]2)=[CH:4][CH:3]=1. The catalyst class is: 210. (2) Reactant: [CH2:1]([N:3]1[CH2:8][CH2:7][N:6]([C:9]([C:11]2[CH:16]=[CH:15][C:14]([CH3:17])=[C:13]([N+:18]([O-])=O)[CH:12]=2)=[O:10])[CH2:5][CH2:4]1)[CH3:2]. Product: [CH2:1]([N:3]1[CH2:8][CH2:7][N:6]([C:9]([C:11]2[CH:16]=[CH:15][C:14]([CH3:17])=[C:13]([NH2:18])[CH:12]=2)=[O:10])[CH2:5][CH2:4]1)[CH3:2]. The catalyst class is: 129.